The task is: Regression. Given a peptide amino acid sequence and an MHC pseudo amino acid sequence, predict their binding affinity value. This is MHC class I binding data.. This data is from Peptide-MHC class I binding affinity with 185,985 pairs from IEDB/IMGT. The peptide sequence is IPISGRITA. The MHC is HLA-A24:03 with pseudo-sequence HLA-A24:03. The binding affinity (normalized) is 0.0847.